Dataset: Reaction yield outcomes from USPTO patents with 853,638 reactions. Task: Predict the reaction yield, written as a fraction of the theoretical maximum amount of product (1.0 means a 100% yield; for example, 0.34 means a 34% yield). (1) The reactants are [CH3:1][O:2][C:3]1[C:4]([NH:15][C:16](=[O:20])OCC)=[N:5][C:6]2[C:11]([N:12]=1)=[CH:10][C:9]([O:13][CH3:14])=[CH:8][CH:7]=2.[CH3:21][O:22][C:23]1[CH:24]=[C:25]([N:33]2[CH2:38][CH2:37][NH:36][CH2:35][CH2:34]2)[CH:26]=[C:27]([O:31][CH3:32])[C:28]=1[O:29][CH3:30]. No catalyst specified. The product is [CH3:1][O:2][C:3]1[C:4]([NH:15][C:16]([N:36]2[CH2:35][CH2:34][N:33]([C:25]3[CH:24]=[C:23]([O:22][CH3:21])[C:28]([O:29][CH3:30])=[C:27]([O:31][CH3:32])[CH:26]=3)[CH2:38][CH2:37]2)=[O:20])=[N:5][C:6]2[C:11]([N:12]=1)=[CH:10][C:9]([O:13][CH3:14])=[CH:8][CH:7]=2. The yield is 0.920. (2) The reactants are S(Cl)(Cl)=O.[NH2:5][C@@:6]1([C:26]([OH:28])=[O:27])[C@H:11]([O:12][CH2:13][C:14]2[CH:19]=[CH:18][C:17]([Cl:20])=[C:16]([Cl:21])[CH:15]=2)[CH2:10][C@@H:9]2[C@H:7]1[C@@:8]2([F:25])[C:22]([OH:24])=[O:23]. The catalyst is C(O)CCCC. The product is [CH2:8]([O:23][C:22]([C@:8]1([F:25])[C@@H:7]2[C@H:9]1[CH2:10][C@@H:11]([O:12][CH2:13][C:14]1[CH:19]=[CH:18][C:17]([Cl:20])=[C:16]([Cl:21])[CH:15]=1)[C@@:6]2([NH2:5])[C:26]([OH:28])=[O:27])=[O:24])[CH2:7][CH2:6][CH2:11][CH3:10]. The yield is 0.500. (3) The reactants are [F:1][C:2]1[CH:7]=[CH:6][C:5]([CH:8]2[C:13]([C:14]([O:16][CH3:17])=[O:15])=[C:12]([CH:18]([CH3:20])[CH3:19])[NH:11][C:10]([CH:21]([CH3:23])[CH3:22])=[C:9]2[C:24]([O:26][CH3:27])=[O:25])=[CH:4][CH:3]=1.O.N(OC)=O. The catalyst is C(O)(=O)C. The product is [F:1][C:2]1[CH:3]=[CH:4][C:5]([C:8]2[C:9]([C:24]([O:26][CH3:27])=[O:25])=[C:10]([CH:21]([CH3:22])[CH3:23])[N:11]=[C:12]([CH:18]([CH3:19])[CH3:20])[C:13]=2[C:14]([O:16][CH3:17])=[O:15])=[CH:6][CH:7]=1. The yield is 0.860. (4) The reactants are [O:1]=[C:2]1[CH2:7][NH:6][CH2:5][CH2:4][N:3]1[C:8]1[CH:13]=[CH:12][C:11]([S:14]([NH:17][C:18]2[S:19][CH:20]=[CH:21][N:22]=2)(=[O:16])=[O:15])=[CH:10][CH:9]=1.[Cl:23][C:24]1[CH:25]=[C:26]2[C:31](=[CH:32][CH:33]=1)[N:30]([C@H:34]([CH2:38][CH:39]([CH3:41])[CH3:40])[C:35](O)=[O:36])[CH2:29][CH2:28][CH2:27]2.CN(C(ON1N=NC2C=CC=NC1=2)=[N+](C)C)C.F[P-](F)(F)(F)(F)F.C(=O)(O)[O-].[Na+]. The catalyst is CN(C=O)C. The product is [Cl:23][C:24]1[CH:25]=[C:26]2[C:31](=[CH:32][CH:33]=1)[N:30]([C@H:34]([CH2:38][CH:39]([CH3:41])[CH3:40])[C:35]([N:6]1[CH2:5][CH2:4][N:3]([C:8]3[CH:9]=[CH:10][C:11]([S:14]([NH:17][C:18]4[S:19][CH:20]=[CH:21][N:22]=4)(=[O:16])=[O:15])=[CH:12][CH:13]=3)[C:2](=[O:1])[CH2:7]1)=[O:36])[CH2:29][CH2:28][CH2:27]2. The yield is 0.320. (5) The reactants are C([SiH2][O:6][C:7](C)(C)[C:8]1[N:9]=[C:10]([NH:13][C:14]([C:16]2[C:21]([NH:22][C:23]3[CH:24]=[N:25][CH:26]=[N:27][CH:28]=3)=[CH:20][CH:19]=[C:18]([CH3:29])[N:17]=2)=[O:15])[S:11][CH:12]=1)(C)(C)C.FC(F)(F)C(O)=O.C(=O)([O-])[O-].[Na+].[Na+]. The catalyst is C(Cl)Cl. The product is [OH:6][CH2:7][C:8]1[N:9]=[C:10]([NH:13][C:14]([C:16]2[C:21]([NH:22][C:23]3[CH:24]=[N:25][CH:26]=[N:27][CH:28]=3)=[CH:20][CH:19]=[C:18]([CH3:29])[N:17]=2)=[O:15])[S:11][CH:12]=1. The yield is 0.570. (6) The reactants are [CH3:1][C:2]1([CH3:28])[CH2:7][CH2:6][C:5]([C:8]2[CH:13]=[C:12]([C:14](O)([CH3:16])[CH3:15])[CH:11]=[CH:10][C:9]=2[NH:18][C:19]([C:21]2[NH:22][CH:23]=[C:24]([C:26]#[N:27])[N:25]=2)=[O:20])=[CH:4][CH2:3]1.[CH3:29][O:30][C:31]1[CH:36]=[CH:35][C:34]([CH2:37][SH:38])=[CH:33][CH:32]=1.C(O)(C(F)(F)F)=O. The catalyst is C(Cl)Cl. The product is [CH3:28][C:2]1([CH3:1])[CH2:7][CH2:6][C:5]([C:8]2[CH:13]=[C:12]([C:14]([S:38][CH2:37][C:34]3[CH:35]=[CH:36][C:31]([O:30][CH3:29])=[CH:32][CH:33]=3)([CH3:15])[CH3:16])[CH:11]=[CH:10][C:9]=2[NH:18][C:19]([C:21]2[NH:22][CH:23]=[C:24]([C:26]#[N:27])[N:25]=2)=[O:20])=[CH:4][CH2:3]1. The yield is 0.540. (7) No catalyst specified. The reactants are Br[C:2]1[CH:3]=[CH:4][C:5]2[NH:6][C:7]3[C:12]([C:13]=2[CH:14]=1)=[CH:11][CH:10]=[CH:9][CH:8]=3.O.[CH3:16][N:17]1CCCC1=O. The product is [C:16]([C:2]1[CH:3]=[CH:4][C:5]2[NH:6][C:7]3[C:12]([C:13]=2[CH:14]=1)=[CH:11][CH:10]=[CH:9][CH:8]=3)#[N:17]. The yield is 0.400.